Dataset: Forward reaction prediction with 1.9M reactions from USPTO patents (1976-2016). Task: Predict the product of the given reaction. (1) Given the reactants S(=O)(=O)(O)O.[C:6]1([C:40]2[CH:45]=[CH:44][CH:43]=[CH:42][CH:41]=2)[CH:11]=[CH:10][C:9]([C:12]2[N:17]=[C:16]3[N:18]=[C:19]([O:29][C@H:30]4[C@H:34]5[O:35][CH2:36][C@@H:37]([OH:38])[C@H:33]5[O:32][CH2:31]4)[N:20](COCC[Si](C)(C)C)[C:15]3=[CH:14][C:13]=2Cl)=[CH:8][CH:7]=1.[C:46]([Zn]C#N)#[N:47], predict the reaction product. The product is: [C:6]1([C:40]2[CH:41]=[CH:42][CH:43]=[CH:44][CH:45]=2)[CH:7]=[CH:8][C:9]([C:12]2[N:17]=[C:16]3[N:18]=[C:19]([O:29][C@@H:30]4[CH2:31][O:32][C@@H:33]5[C@H:37]([OH:38])[CH2:36][O:35][C@H:34]45)[NH:20][C:15]3=[CH:14][C:13]=2[C:46]#[N:47])=[CH:10][CH:11]=1. (2) Given the reactants [CH3:1][O:2][C:3](=[O:19])[C:4]1[CH:9]=[CH:8][CH:7]=[C:6]([S:10][C:11]2[CH:12]=[N:13][CH:14]=[C:15]([CH2:17][OH:18])[CH:16]=2)[CH:5]=1.[OH:20][C:21]1[C:26]([CH2:27][CH2:28][CH3:29])=[C:25](O)[CH:24]=[CH:23][C:22]=1[C:31](=[O:33])[CH3:32], predict the reaction product. The product is: [CH3:1][O:2][C:3](=[O:19])[C:4]1[CH:9]=[CH:8][CH:7]=[C:6]([S:10][C:11]2[CH:12]=[N:13][CH:14]=[C:15]([CH2:17][O:18][C:25]3[CH:24]=[CH:23][C:22]([C:31](=[O:33])[CH3:32])=[C:21]([OH:20])[C:26]=3[CH2:27][CH2:28][CH3:29])[CH:16]=2)[CH:5]=1. (3) The product is: [CH2:6]([O:5][C:3](=[O:4])[CH2:2][C:13]1[N:12]=[C:8]([CH2:9][CH3:10])[S:11][CH:14]=1)[CH3:7]. Given the reactants Cl[CH2:2][C:3]([O:5][CH2:6][CH3:7])=[O:4].[C:8]([NH2:12])(=[S:11])[CH2:9][CH3:10].[CH3:13][C:14](C)=O, predict the reaction product. (4) Given the reactants C(O[C:6]([C:8]1[N:9]=[C:10]([Cl:23])[C:11]2[C:16]([C:17]=1[OH:18])=[CH:15][C:14]([O:19][CH:20]([CH3:22])[CH3:21])=[CH:13][CH:12]=2)=[O:7])CCC.[NH2:24][CH2:25][CH2:26][OH:27], predict the reaction product. The product is: [OH:27][CH2:26][CH2:25][NH:24][C:6]([C:8]1[N:9]=[C:10]([Cl:23])[C:11]2[C:16]([C:17]=1[OH:18])=[CH:15][C:14]([O:19][CH:20]([CH3:21])[CH3:22])=[CH:13][CH:12]=2)=[O:7]. (5) Given the reactants [H-].[Na+].[C:3](=[O:8])([O:6][CH3:7])OC.[CH3:9][O:10][C:11](=[O:19])[CH2:12][C:13]1[S:14][CH:15]=[CH:16][C:17]=1[CH3:18].Cl, predict the reaction product. The product is: [CH3:18][C:17]1[CH:16]=[CH:15][S:14][C:13]=1[CH:12]([C:3]([O:6][CH3:7])=[O:8])[C:11]([O:10][CH3:9])=[O:19]. (6) Given the reactants [Cl:1][C:2]1[C:11]2[C:6](=[CH:7][C:8]([F:13])=[CH:9][C:10]=2[F:12])[N:5]=[C:4]([C:14]2[CH:15]=[N:16][C:17](F)=[CH:18][CH:19]=2)[C:3]=1[CH3:21].[CH3:22][N:23]([CH3:29])[CH:24]1[CH2:28][CH2:27][NH:26][CH2:25]1.C(=O)([O-])[O-].[K+].[K+].O, predict the reaction product. The product is: [Cl:1][C:2]1[C:11]2[C:6](=[CH:7][C:8]([F:13])=[CH:9][C:10]=2[F:12])[N:5]=[C:4]([C:14]2[CH:19]=[CH:18][C:17]([N:26]3[CH2:27][CH2:28][CH:24]([N:23]([CH3:29])[CH3:22])[CH2:25]3)=[N:16][CH:15]=2)[C:3]=1[CH3:21]. (7) The product is: [N+:12]([C:15]1[CH:16]=[C:17]([CH:18]=[CH:19][CH:20]=1)[CH:21]=[C:3]1[C:4]2[CH2:5][CH2:6][CH2:7][CH2:8][C:9]=2[C:1](=[O:11])[O:2]1)([O-:14])=[O:13]. Given the reactants [C:1]1(=[O:11])[C:9]2[CH2:8][CH2:7][CH2:6][CH2:5][C:4]=2[C:3](=O)[O:2]1.[N+:12]([C:15]1[CH:16]=[C:17]([CH2:21]C(O)=O)[CH:18]=[CH:19][CH:20]=1)([O-:14])=[O:13].C([O-])(=O)C.[Na+], predict the reaction product. (8) Given the reactants [Br:1][C:2]1[CH:3]=[CH:4][CH:5]=[C:6]2[C:11]=1[N:10]=[C:9](Cl)[N:8]([CH:13]1[CH2:15][CH2:14]1)[C:7]2=[O:16].Cl.[CH3:18][C:19]1([NH2:22])[CH2:21][CH2:20]1.CCN(CC)CC.O, predict the reaction product. The product is: [Br:1][C:2]1[CH:3]=[CH:4][CH:5]=[C:6]2[C:11]=1[N:10]=[C:9]([NH:22][C:19]1([CH3:18])[CH2:21][CH2:20]1)[N:8]([CH:13]1[CH2:15][CH2:14]1)[C:7]2=[O:16]. (9) Given the reactants N1C2C(=CC(B(O)O)=CC=2)C=[CH:2]1.Br[C:14]1[CH:15]=[C:16]2[C:22](I)=[CH:21][N:20](S(C3C=CC(C)=CC=3)(=O)=O)[C:17]2=[N:18][CH:19]=1.[CH3:34][N:35]([CH3:45])[C:36]1[N:41]=[CH:40][C:39](B(O)O)=[CH:38][CH:37]=1.COC1C=C(B(O)O)C=C(OC)C=1OC.Br[C:62]1[CH:63]=[C:64]2C(C3C=C4C(=CC=3)NC=C4)=[CH:69][N:68](S(C3C=CC(C)=CC=3)(=O)=O)[C:65]2=[N:66][CH:67]=1, predict the reaction product. The product is: [NH:20]1[C:17]2=[N:18][CH:19]=[C:14]([C:39]3[CH:38]=[CH:37][C:36]([N:35]([CH3:45])[CH3:34])=[N:41][CH:40]=3)[CH:15]=[C:16]2[C:22]([C:62]2[CH:63]=[CH:64][C:65]([N:68]([CH3:69])[CH3:2])=[N:66][CH:67]=2)=[CH:21]1.